Dataset: Reaction yield outcomes from USPTO patents with 853,638 reactions. Task: Predict the reaction yield, written as a fraction of the theoretical maximum amount of product (1.0 means a 100% yield; for example, 0.34 means a 34% yield). The reactants are [CH2:1]([C@@H:8]([CH2:12][CH2:13][C@H:14]([CH2:18][C:19]1[CH:24]=[CH:23][C:22]([O:25]C)=[CH:21][CH:20]=1)[C:15]([OH:17])=[O:16])[C:9]([OH:11])=[O:10])[C:2]1[CH:7]=[CH:6][CH:5]=[CH:4][CH:3]=1.Br. The catalyst is C(O)(=O)C. The product is [CH2:1]([C@@H:8]([CH2:12][CH2:13][C@H:14]([CH2:18][C:19]1[CH:20]=[CH:21][C:22]([OH:25])=[CH:23][CH:24]=1)[C:15]([OH:17])=[O:16])[C:9]([OH:11])=[O:10])[C:2]1[CH:3]=[CH:4][CH:5]=[CH:6][CH:7]=1. The yield is 0.350.